Dataset: Full USPTO retrosynthesis dataset with 1.9M reactions from patents (1976-2016). Task: Predict the reactants needed to synthesize the given product. (1) Given the product [CH2:10]([C:5]1[S:1][C:2]([C:6]([OH:8])=[O:7])=[CH:3][CH:4]=1)[CH3:11], predict the reactants needed to synthesize it. The reactants are: [S:1]1[CH:5]=[CH:4][CH:3]=[C:2]1[C:6]([OH:8])=[O:7].[Li+].[CH3:10][CH:11]([N-]C(C)C)C.ICC. (2) Given the product [CH2:16]([O:15][C:11]1[CH:12]=[C:13]2[C:8](=[CH:9][C:10]=1[O:23][CH3:24])[NH:7][C:6](=[O:25])[C:5]([C:3]([OH:4])=[O:2])=[CH:14]2)[C:17]1[CH:22]=[CH:21][CH:20]=[CH:19][CH:18]=1, predict the reactants needed to synthesize it. The reactants are: C[O:2][C:3]([C:5]1[C:6](=[O:25])[NH:7][C:8]2[C:13]([CH:14]=1)=[CH:12][C:11]([O:15][CH2:16][C:17]1[CH:22]=[CH:21][CH:20]=[CH:19][CH:18]=1)=[C:10]([O:23][CH3:24])[CH:9]=2)=[O:4].[OH-].[Li+].CO.ClCCl. (3) Given the product [Cl:29][C:27]1[CH:26]=[CH:25][C:3]([O:4][CH2:5][CH2:6][CH2:7][N:8]2[CH2:13][CH2:12][C:11]([CH2:15][C:16]3[CH:21]=[CH:20][C:19]([Cl:22])=[CH:18][CH:17]=3)([OH:14])[C:10]([CH3:24])([CH3:23])[CH2:9]2)=[C:2]([NH:1][C:37](=[O:39])[CH3:38])[CH:28]=1, predict the reactants needed to synthesize it. The reactants are: [NH2:1][C:2]1[CH:28]=[C:27]([Cl:29])[CH:26]=[CH:25][C:3]=1[O:4][CH2:5][CH2:6][CH2:7][N:8]1[CH2:13][CH2:12][C:11]([CH2:15][C:16]2[CH:21]=[CH:20][C:19]([Cl:22])=[CH:18][CH:17]=2)([OH:14])[C:10]([CH3:24])([CH3:23])[CH2:9]1.C(N(CC)CC)C.[C:37](Cl)(=[O:39])[CH3:38]. (4) The reactants are: [N+:1]([C:4]1[CH:22]=[CH:21][C:7]([CH2:8][NH:9][S:10]([NH:13][C:14](=[O:20])[O:15][C:16]([CH3:19])([CH3:18])[CH3:17])(=[O:12])=[O:11])=[CH:6][CH:5]=1)([O-])=O. Given the product [NH2:1][C:4]1[CH:22]=[CH:21][C:7]([CH2:8][NH:9][S:10]([NH:13][C:14](=[O:20])[O:15][C:16]([CH3:18])([CH3:19])[CH3:17])(=[O:12])=[O:11])=[CH:6][CH:5]=1, predict the reactants needed to synthesize it. (5) Given the product [CH3:15][N:16]([CH3:24])[C:17]1[CH:22]=[CH:21][CH:20]=[C:19]([N:23]2[CH2:7][CH2:6][NH:5][CH2:4][CH2:3]2)[CH:18]=1, predict the reactants needed to synthesize it. The reactants are: Cl.Cl[CH2:3][CH2:4][NH:5][CH2:6][CH2:7]Cl.C(=O)([O-])[O-].[Na+].[Na+].[CH3:15][N:16]([CH3:24])[C:17]1[CH:22]=[CH:21][CH:20]=[C:19]([NH2:23])[CH:18]=1.ClCCl. (6) Given the product [F:46][C:47]1[CH:48]=[CH:49][C:50]([C:53]2[CH:57]=[C:56]([C:14]([N:16]3[CH2:21][C@H:20]([CH2:22][CH:23]([CH3:25])[CH3:24])[NH:19][C:18](=[O:26])[C@@H:17]3[CH2:27][CH:28]([CH3:29])[CH3:30])=[O:15])[O:55][N:54]=2)=[CH:51][CH:52]=1, predict the reactants needed to synthesize it. The reactants are: FC1C=C(C2ON=C([C:14]([N:16]3[CH2:21][C@H:20]([CH2:22][CH:23]([CH3:25])[CH3:24])[NH:19][C:18](=[O:26])[C@@H:17]3[CH2:27][CH:28]([CH3:30])[CH3:29])=[O:15])C=2)C=CC=1F.C([C@@H]1NC[C@H](CC(C)C)NC1=O)C(C)C.[F:46][C:47]1[CH:52]=[CH:51][C:50]([C:53]2[CH:57]=[C:56](C(O)=O)[O:55][N:54]=2)=[CH:49][CH:48]=1. (7) The reactants are: [CH3:1][C:2]1([CH3:14])[C:6]([CH3:8])([CH3:7])[O:5][B:4]([C:9]2[CH:10]=[N:11][NH:12][CH:13]=2)[O:3]1.Cl[CH2:16][C:17]1[CH:22]=[CH:21][C:20]([O:23][CH3:24])=[CH:19][CH:18]=1.C([O-])([O-])=O.[K+].[K+]. Given the product [CH3:24][O:23][C:20]1[CH:21]=[CH:22][C:17]([CH2:16][N:12]2[CH:13]=[C:9]([B:4]3[O:5][C:6]([CH3:7])([CH3:8])[C:2]([CH3:14])([CH3:1])[O:3]3)[CH:10]=[N:11]2)=[CH:18][CH:19]=1, predict the reactants needed to synthesize it. (8) The reactants are: [Cl:1][C:2]1[C:10]([F:11])=[CH:9][C:8]2[NH:7][C:6]3[CH2:12][CH2:13][N:14]([CH3:16])[CH2:15][C:5]=3[C:4]=2[CH:3]=1.[OH-].[K+].[F:19][C:20]([F:30])([F:29])[C:21]1[CH:26]=[CH:25][C:24]([CH:27]=[CH2:28])=[CH:23][N:22]=1. Given the product [Cl:1][C:2]1[C:10]([F:11])=[CH:9][C:8]2[N:7]([CH2:28][CH2:27][C:24]3[CH:23]=[N:22][C:21]([C:20]([F:30])([F:19])[F:29])=[CH:26][CH:25]=3)[C:6]3[CH2:12][CH2:13][N:14]([CH3:16])[CH2:15][C:5]=3[C:4]=2[CH:3]=1, predict the reactants needed to synthesize it. (9) Given the product [Br:1][C:2]1[C:7](=[O:8])[N:6]([CH3:17])[CH:5]=[C:4]([C:9]([NH:11][CH2:12][CH2:13][OH:14])=[O:10])[CH:3]=1, predict the reactants needed to synthesize it. The reactants are: [Br:1][C:2]1[C:7](=[O:8])[NH:6][CH:5]=[C:4]([C:9]([NH:11][CH2:12][CH2:13][OH:14])=[O:10])[CH:3]=1.IC.[C:17](=O)([O-])[O-].[K+].[K+].